Dataset: Reaction yield outcomes from USPTO patents with 853,638 reactions. Task: Predict the reaction yield, written as a fraction of the theoretical maximum amount of product (1.0 means a 100% yield; for example, 0.34 means a 34% yield). (1) The yield is 0.710. The reactants are [CH:1]([NH:14][C:15]1[CH:20]=[CH:19][C:18]([N+:21]([O-:23])=[O:22])=[CH:17][C:16]=1I)([C:8]1[CH:13]=[CH:12][CH:11]=[CH:10][CH:9]=1)[C:2]1[CH:7]=[CH:6][CH:5]=[CH:4][CH:3]=1.[CH3:25][O:26][C:27](=[O:42])[C:28]1[CH:33]=[CH:32][C:31]([O:34][CH2:35][CH2:36][C:37]#[C:38][CH2:39][CH2:40][OH:41])=[CH:30][CH:29]=1.[Li+].[Cl-]. The catalyst is C([O-])(=O)C.[Pd+2].C([O-])(=O)C.CN(C=O)C. The product is [CH3:25][O:26][C:27](=[O:42])[C:28]1[CH:29]=[CH:30][C:31]([O:34][CH2:35][CH2:36][C:37]2[C:16]3[C:15](=[CH:20][CH:19]=[C:18]([N+:21]([O-:23])=[O:22])[CH:17]=3)[N:14]([CH:1]([C:8]3[CH:13]=[CH:12][CH:11]=[CH:10][CH:9]=3)[C:2]3[CH:7]=[CH:6][CH:5]=[CH:4][CH:3]=3)[C:38]=2[CH2:39][CH2:40][OH:41])=[CH:32][CH:33]=1. (2) The reactants are [CH3:1][O:2][C:3]1[CH:12]=[C:11]2[C:6]([C:7]([OH:19])=[N:8][C:9]([C:13]3[CH:18]=[CH:17][CH:16]=[CH:15][CH:14]=3)=[N:10]2)=[CH:5][C:4]=1[CH3:20].C([O:23][C:24]([C:26]12[CH2:43][CH:42]1[CH:41]=[CH:40][CH2:39][CH2:38][CH2:37][CH2:36][N:35]([CH3:44])[C:34](=[O:45])[N:33]1[CH:29]([CH2:30][CH:31](O)[CH2:32]1)[C:28](=[O:47])[NH:27]2)=[O:25])C. No catalyst specified. The product is [CH3:1][O:2][C:3]1[CH:12]=[C:11]2[C:6]([C:7]([O:19][CH:31]3[CH2:30][CH:29]4[N:33]([C:34](=[O:45])[N:35]([CH3:44])[CH2:36][CH2:37][CH2:38][CH2:39][CH:40]=[CH:41][CH:42]5[C:26]([C:24]([OH:25])=[O:23])([NH:27][C:28]4=[O:47])[CH2:43]5)[CH2:32]3)=[N:8][C:9]([C:13]3[CH:18]=[CH:17][CH:16]=[CH:15][CH:14]=3)=[N:10]2)=[CH:5][C:4]=1[CH3:20]. The yield is 0.110. (3) The yield is 0.200. The catalyst is CN(C=O)C. The product is [CH2:1]([N:8]1[CH:16]=[C:15]2[C:10]([CH:11]=[C:12]([C:17]3[CH:18]=[C:19]([CH:53]4[CH2:52][CH2:57][CH2:56][N:58]([C:36](=[O:37])[CH2:35][N:34]([CH3:39])[CH3:33])[CH2:54]4)[N:20]4[C:25]=3[C:24]([NH2:26])=[N:23][CH:22]=[N:21]4)[CH:13]=[CH:14]2)=[N:9]1)[C:2]1[CH:3]=[CH:4][CH:5]=[CH:6][CH:7]=1. The reactants are [CH2:1]([N:8]1[CH:16]=[C:15]2[C:10]([CH:11]=[C:12]([C:17]3[CH:18]=[C:19](C4CCNCC4)[N:20]4[C:25]=3[C:24]([NH2:26])=[N:23][CH:22]=[N:21]4)[CH:13]=[CH:14]2)=[N:9]1)[C:2]1[CH:7]=[CH:6][CH:5]=[CH:4][CH:3]=1.[CH3:33][N:34]([CH3:39])[CH2:35][C:36](O)=[O:37].CCN=C=NCCCN(C)C.Cl.[CH:52]1[CH:53]=[CH:54]C2N(O)N=[N:58][C:56]=2[CH:57]=1.C(N(CC)C(C)C)(C)C.